From a dataset of Reaction yield outcomes from USPTO patents with 853,638 reactions. Predict the reaction yield, written as a fraction of the theoretical maximum amount of product (1.0 means a 100% yield; for example, 0.34 means a 34% yield). (1) The reactants are [Br:1][C:2]([F:11])([F:10])[CH2:3][CH:4]1[CH2:8][NH:7][C:6](=[O:9])[CH2:5]1.[CH2:12]=[O:13]. The catalyst is C[Si](Cl)(C)C. The product is [Br:1][C:2]([F:10])([F:11])[CH2:3][CH:4]1[CH2:8][N:7]([CH2:12][OH:13])[C:6](=[O:9])[CH2:5]1. The yield is 0.920. (2) The reactants are [C:1]([O:4][C:5](=O)[CH3:6])(=[O:3])[CH3:2].N1C=CC=CC=1.C1(CO)[CH:19]=[CH:18][C:17]([CH2:20][OH:21])=[CH:16][CH:15]=1.[CH3:24][CH2:25][O:26]CC. The catalyst is CN(C1C=CC=CN=1)C. The product is [C:25]([O:21][CH2:20][C:17]1[CH:16]=[CH:15][C:6]([CH2:5][O:4][C:1](=[O:3])[CH3:2])=[CH:19][CH:18]=1)(=[O:26])[CH3:24]. The yield is 0.890. (3) The reactants are P(Cl)(Cl)(Cl)=O.[F:6][C:7]1[CH:12]=[CH:11][C:10]([N:13]2[C:17]([CH3:18])=[CH:16][CH:15]=[C:14]2[CH3:19])=[C:9]([C:20]([F:23])([F:22])[F:21])[CH:8]=1.CN([CH:27]=[O:28])C. The yield is 0.370. No catalyst specified. The product is [F:6][C:7]1[CH:12]=[CH:11][C:10]([N:13]2[C:17]([CH3:18])=[CH:16][C:15]([CH:27]=[O:28])=[C:14]2[CH3:19])=[C:9]([C:20]([F:23])([F:21])[F:22])[CH:8]=1. (4) The reactants are [F:1][C:2]1[CH:7]=[CH:6][C:5]([CH2:8][C:9]2[CH:18]=[C:17]3[C:12]([C:13]([OH:26])=[C:14]([C:21](OCC)=[O:22])[C:15](=[O:20])[N:16]3[CH3:19])=[N:11][CH:10]=2)=[CH:4][CH:3]=1.[CH3:27][O:28][C:29]1[N:34]=[CH:33][C:32]([CH2:35][NH2:36])=[CH:31][CH:30]=1.[CH3:27][O:28][C:29]1[N:34]=[CH:33][C:32]([CH2:35][NH2:36])=[CH:31][CH:30]=1. No catalyst specified. The product is [F:1][C:2]1[CH:7]=[CH:6][C:5]([CH2:8][C:9]2[CH:18]=[C:17]3[C:12]([C:13]([OH:26])=[C:14]([C:21]([NH:36][CH2:35][C:32]4[CH:33]=[N:34][C:29]([O:28][CH3:27])=[CH:30][CH:31]=4)=[O:22])[C:15](=[O:20])[N:16]3[CH3:19])=[N:11][CH:10]=2)=[CH:4][CH:3]=1. The yield is 0.320. (5) The reactants are [CH2:1]([N:8]([C:16]12[CH2:23][CH2:22][C:19]([CH:24]([C:26]3[C:31]([Cl:32])=[CH:30][N:29]=[C:28]4[N:33]([Si:36]([CH:43]([CH3:45])[CH3:44])([CH:40]([CH3:42])[CH3:41])[CH:37]([CH3:39])[CH3:38])[CH:34]=[CH:35][C:27]=34)[OH:25])([CH2:20][CH2:21]1)[CH2:18][CH2:17]2)[C:9](=[O:15])[O:10][C:11]([CH3:14])([CH3:13])[CH3:12])[C:2]1[CH:7]=[CH:6][CH:5]=[CH:4][CH:3]=1.CC(OI1(OC(C)=O)(OC(C)=O)OC(=O)C2C=CC=CC1=2)=O. The catalyst is C(Cl)Cl. The product is [CH2:1]([N:8]([C:16]12[CH2:23][CH2:22][C:19]([C:24]([C:26]3[C:27]4[CH:35]=[CH:34][N:33]([Si:36]([CH:43]([CH3:45])[CH3:44])([CH:37]([CH3:39])[CH3:38])[CH:40]([CH3:41])[CH3:42])[C:28]=4[N:29]=[CH:30][C:31]=3[Cl:32])=[O:25])([CH2:20][CH2:21]1)[CH2:18][CH2:17]2)[C:9](=[O:15])[O:10][C:11]([CH3:13])([CH3:14])[CH3:12])[C:2]1[CH:7]=[CH:6][CH:5]=[CH:4][CH:3]=1. The yield is 0.770. (6) The catalyst is C(O)C. The yield is 0.990. The reactants are [CH3:1][N:2]1[CH2:7][CH2:6][N:5]2[N:8]=[C:9]([N+:11]([O-])=O)[CH:10]=[C:4]2[CH2:3]1. The product is [CH3:1][N:2]1[CH2:7][CH2:6][N:5]2[N:8]=[C:9]([NH2:11])[CH:10]=[C:4]2[CH2:3]1.